This data is from Full USPTO retrosynthesis dataset with 1.9M reactions from patents (1976-2016). The task is: Predict the reactants needed to synthesize the given product. (1) Given the product [Br:13][C:14]1[CH:33]=[CH:32][C:17]([NH:18][C:19]2[C:28]3[C:23](=[CH:24][C:25]([O:31][CH2:58][CH2:57][CH2:56][NH:55][CH3:54])=[C:26]([O:29][CH3:30])[CH:27]=3)[N:22]=[CH:21][N:20]=2)=[C:16]([F:34])[CH:15]=1, predict the reactants needed to synthesize it. The reactants are: N(C(OCC)=O)=NC(OCC)=O.[Br:13][C:14]1[CH:33]=[CH:32][C:17]([NH:18][C:19]2[C:28]3[C:23](=[CH:24][C:25]([OH:31])=[C:26]([O:29][CH3:30])[CH:27]=3)[N:22]=[CH:21][N:20]=2)=[C:16]([F:34])[CH:15]=1.C1(P(C2C=CC=CC=2)C2C=CC=CC=2)C=CC=CC=1.[CH3:54][NH:55][CH2:56][CH2:57][CH2:58]O. (2) The reactants are: [S:1]1[C:5]2[C:6]([C:10]3[O:20][C:13]4=[C:14]([NH2:19])[N:15]=[CH:16][C:17](I)=[C:12]4[CH:11]=3)=[CH:7][CH:8]=[CH:9][C:4]=2[CH:3]=[N:2]1.C([Si](C)(C)[O:26][CH:27]1[CH2:32][CH2:31][CH2:30][CH:29]([N:33]2[CH2:37][C:36](B3OC(C)(C)C(C)(C)O3)=[CH:35][NH:34]2)[CH2:28]1)(C)(C)C.[SiH3]O[SiH3]. Given the product [NH2:19][C:14]1[N:15]=[CH:16][C:17]([C:36]2[CH:35]=[N:34][N:33]([C@H:29]3[CH2:30][CH2:31][CH2:32][C@H:27]([OH:26])[CH2:28]3)[CH:37]=2)=[C:12]2[CH:11]=[C:10]([C:6]3[C:5]4[S:1][N:2]=[CH:3][C:4]=4[CH:9]=[CH:8][CH:7]=3)[O:20][C:13]=12, predict the reactants needed to synthesize it. (3) Given the product [NH2:29][C:3]1[C:2]([Cl:1])=[C:7]([N:8]2[CH2:18][CH2:17][C:11]3([C:15](=[O:16])[NH:14][CH2:13][CH2:12]3)[CH2:10][CH2:9]2)[C:6]([C:19]2[CH:20]=[C:21]3[C:25](=[CH:26][CH:27]=2)[N:24]([CH3:28])[N:23]=[CH:22]3)=[CH:5][N:4]=1, predict the reactants needed to synthesize it. The reactants are: [Cl:1][C:2]1[C:3]([N:29]2C(C)=CC=C2C)=[N:4][CH:5]=[C:6]([C:19]2[CH:20]=[C:21]3[C:25](=[CH:26][CH:27]=2)[N:24]([CH3:28])[N:23]=[CH:22]3)[C:7]=1[N:8]1[CH2:18][CH2:17][C:11]2([C:15](=[O:16])[NH:14][CH2:13][CH2:12]2)[CH2:10][CH2:9]1.Cl.NO.ClCCl.C([O-])([O-])=O.[Na+].[Na+]. (4) The reactants are: [Cl:1][C:2]1[C:7]([C:8]([OH:10])=O)=[CH:6][C:5]([F:11])=[C:4]([Cl:12])[N:3]=1.C1N=CN(C(N2C=NC=C2)=O)C=1.[NH2:25][C:26]1[N:31]=[C:30]([S:32]([NH2:35])(=[O:34])=[O:33])[CH:29]=[CH:28][CH:27]=1.[H-].[Na+]. Given the product [NH2:25][C:26]1[N:31]=[C:30]([S:32]([NH:35][C:8]([C:7]2[C:2]([Cl:1])=[N:3][C:4]([Cl:12])=[C:5]([F:11])[CH:6]=2)=[O:10])(=[O:34])=[O:33])[CH:29]=[CH:28][CH:27]=1, predict the reactants needed to synthesize it.